This data is from Full USPTO retrosynthesis dataset with 1.9M reactions from patents (1976-2016). The task is: Predict the reactants needed to synthesize the given product. (1) Given the product [N:11]1[CH:12]=[CH:13][CH:14]=[C:9]([C:5]2[C:4]([NH2:1])=[CH:8][NH:7][N:6]=2)[CH:10]=1, predict the reactants needed to synthesize it. The reactants are: [N+:1]([C:4]1[C:5]([C:9]2[CH:10]=[N:11][CH:12]=[CH:13][CH:14]=2)=[N:6][NH:7][CH:8]=1)([O-])=O. (2) The reactants are: C([O:8][C:9](=[O:42])[CH2:10][C@@H:11]([C:23]1[CH:27]=[CH:26][N:25]([C:28]2[CH:33]=[CH:32][C:31]([C:34]3[CH:39]=[CH:38][C:37]([C:40]#[N:41])=[CH:36][CH:35]=3)=[CH:30][CH:29]=2)[CH:24]=1)[C:12]([NH:14][C@H:15]1[C:19]([CH3:21])([CH3:20])[CH2:18][O:17][C:16]1=[O:22])=[O:13])C1C=CC=CC=1. Given the product [C:40]([C:37]1[CH:38]=[CH:39][C:34]([C:31]2[CH:30]=[CH:29][C:28]([N:25]3[CH:26]=[CH:27][C:23]([C@@H:11]([C:12]([NH:14][C@H:15]4[C:19]([CH3:20])([CH3:21])[CH2:18][O:17][C:16]4=[O:22])=[O:13])[CH2:10][C:9]([OH:42])=[O:8])=[CH:24]3)=[CH:33][CH:32]=2)=[CH:35][CH:36]=1)#[N:41], predict the reactants needed to synthesize it. (3) The reactants are: [CH2:1]([C:8]1[CH:13]=[C:12]([C:14]([O:16][CH3:17])=[O:15])[CH:11]=[CH:10][N:9]=1)[C:2]1[CH:7]=[CH:6][CH:5]=[CH:4][CH:3]=1.Br[CH2:19][C:20](=O)[CH2:21][C:22]1[CH:27]=[CH:26][CH:25]=[C:24]([F:28])[C:23]=1[CH3:29].C(=O)([O-])[O-].[Na+].[Na+]. Given the product [CH3:17][O:16][C:14]([C:12]1[CH:11]=[CH:10][N:9]2[C:8]([CH:13]=1)=[C:1]([C:2]1[CH:3]=[CH:4][CH:5]=[CH:6][CH:7]=1)[C:20]([CH2:21][C:22]1[CH:27]=[CH:26][CH:25]=[C:24]([F:28])[C:23]=1[CH3:29])=[CH:19]2)=[O:15], predict the reactants needed to synthesize it. (4) Given the product [NH:8]1[CH2:9][CH2:10][CH:11]([CH2:14][C:15]([N:17]2[CH2:18][CH2:19][CH:20]([OH:23])[CH2:21][CH2:22]2)=[O:16])[CH2:12][CH2:13]1, predict the reactants needed to synthesize it. The reactants are: C([N:8]1[CH2:13][CH2:12][CH:11]([CH2:14][C:15]([N:17]2[CH2:22][CH2:21][CH:20]([OH:23])[CH2:19][CH2:18]2)=[O:16])[CH2:10][CH2:9]1)C1C=CC=CC=1.[H][H]. (5) Given the product [N+:1]([C:4]1[C:9]([N+:10]([O-:12])=[O:11])=[CH:8][CH:7]=[CH:6][C:5]=1[NH2:13])([O-:3])=[O:2], predict the reactants needed to synthesize it. The reactants are: [N+:1]([C:4]1[C:9]([N+:10]([O-:12])=[O:11])=[CH:8][CH:7]=[CH:6][C:5]=1[NH:13]C(=O)C)([O-:3])=[O:2].C[O-].[Na+].O.